This data is from Full USPTO retrosynthesis dataset with 1.9M reactions from patents (1976-2016). The task is: Predict the reactants needed to synthesize the given product. (1) The reactants are: Br[C:2]1[CH:3]=[C:4]2[N:10]=[CH:9][N:8]([CH2:11][C:12]3[CH:28]=[CH:27][C:15]4[N:16]=[C:17]([NH:19][C@@H:20]5[CH2:25][CH2:24][CH2:23][CH2:22][C@H:21]5[OH:26])[S:18][C:14]=4[CH:13]=3)[C:5]2=[N:6][CH:7]=1.[N:29]1([CH2:35][B-](F)(F)F)[CH2:34][CH2:33][O:32][CH2:31][CH2:30]1.[K+].C1(P(C2CCCCC2)C2C=CC=CC=2C2C(C(C)C)=CC(C(C)C)=CC=2C(C)C)CCCCC1.C([O-])([O-])=O.[Cs+].[Cs+]. Given the product [O:32]1[CH2:33][CH2:34][N:29]([CH2:35][C:2]2[CH:3]=[C:4]3[N:10]=[CH:9][N:8]([CH2:11][C:12]4[CH:28]=[CH:27][C:15]5[N:16]=[C:17]([NH:19][C@@H:20]6[CH2:25][CH2:24][CH2:23][CH2:22][C@H:21]6[OH:26])[S:18][C:14]=5[CH:13]=4)[C:5]3=[N:6][CH:7]=2)[CH2:30][CH2:31]1, predict the reactants needed to synthesize it. (2) Given the product [CH:30]1[C:39]2[C:34](=[CH:35][CH:36]=[CH:37][CH:38]=2)[CH:33]=[CH:32][C:31]=1[C:40]([NH:1][C:2]1[CH:7]=[CH:6][C:5]([N:8]2[CH2:9][CH2:10][N:11]([C:14](=[O:29])[CH2:15][CH2:16][C:17]([C:19]3[CH:20]=[CH:21][C:22]([O:25][C:26](=[O:28])[CH3:27])=[CH:23][CH:24]=3)=[O:18])[CH2:12][CH2:13]2)=[CH:4][CH:3]=1)=[O:41], predict the reactants needed to synthesize it. The reactants are: [NH2:1][C:2]1[CH:7]=[CH:6][C:5]([N:8]2[CH2:13][CH2:12][N:11]([C:14](=[O:29])[CH2:15][CH2:16][C:17]([C:19]3[CH:24]=[CH:23][C:22]([O:25][C:26](=[O:28])[CH3:27])=[CH:21][CH:20]=3)=[O:18])[CH2:10][CH2:9]2)=[CH:4][CH:3]=1.[CH:30]1[C:39]2[C:34](=[CH:35][CH:36]=[CH:37][CH:38]=2)[CH:33]=[CH:32][C:31]=1[C:40](O)=[O:41].C1CN([P+](ON2N=NC3C=CC=CC2=3)(N2CCCC2)N2CCCC2)CC1.F[P-](F)(F)(F)(F)F.C(N(C(C)C)C(C)C)C. (3) Given the product [Br:45][C:40]1[CH:41]=[CH:42][CH:43]=[CH:44][C:39]=1[CH2:38][C@@H:10]1[CH2:9][NH:8][CH2:13][CH2:12][N:11]1[C:14]([C:16]1[N:17]=[CH:18][N:19]([C@H:27]2[CH2:32][CH2:31][CH2:30][CH2:29][C@@H:28]2[NH:33][C:34](=[O:37])[O:35][CH3:36])[C:20]=1[C:21]1[CH:22]=[CH:23][CH:24]=[CH:25][CH:26]=1)=[O:15], predict the reactants needed to synthesize it. The reactants are: C([N:8]1[CH2:13][CH2:12][N:11]([C:14]([C:16]2[N:17]=[CH:18][N:19]([C@H:27]3[CH2:32][CH2:31][CH2:30][CH2:29][C@@H:28]3[NH:33][C:34](=[O:37])[O:35][CH3:36])[C:20]=2[C:21]2[CH:26]=[CH:25][CH:24]=[CH:23][CH:22]=2)=[O:15])[C@H:10]([CH2:38][C:39]2[CH:44]=[CH:43][CH:42]=[CH:41][C:40]=2[Br:45])[CH2:9]1)C1C=CC=CC=1.ClC(OC(Cl)C)=O. (4) Given the product [Cl:6][C:7]1[CH:8]=[CH:9][C:10]2[NH:16][C:15](=[S:44])[C@@H:14]([CH2:18][C:19]([O:21][CH2:22][CH3:23])=[O:20])[O:13][C@H:12]([C:24]3[CH:29]=[CH:28][CH:27]=[C:26]([O:30][C:31]([F:34])([F:33])[F:32])[C:25]=3[O:35][CH3:36])[C:11]=2[CH:37]=1, predict the reactants needed to synthesize it. The reactants are: O1CCCC1.[Cl:6][C:7]1[CH:8]=[CH:9][C:10]2[NH:16][C:15](=O)[C@@H:14]([CH2:18][C:19]([O:21][CH2:22][CH3:23])=[O:20])[O:13][C@H:12]([C:24]3[CH:29]=[CH:28][CH:27]=[C:26]([O:30][C:31]([F:34])([F:33])[F:32])[C:25]=3[O:35][CH3:36])[C:11]=2[CH:37]=1.C(=O)([O-])O.[Na+].P12(SP3(SP(SP(S3)(S1)=S)(=S)S2)=S)=[S:44]. (5) Given the product [CH:19]([CH:15]1[S:12][C:11]([NH:10][C:5]2[CH:6]=[CH:7][CH:8]=[CH:9][C:4]=2[CH:1]([CH3:3])[CH3:2])=[N:13][C:16]1=[O:17])([CH3:21])[CH3:20], predict the reactants needed to synthesize it. The reactants are: [CH:1]([C:4]1[CH:9]=[CH:8][CH:7]=[CH:6][C:5]=1[NH:10][C:11]([NH2:13])=[S:12])([CH3:3])[CH3:2].Br[CH:15]([CH:19]([CH3:21])[CH3:20])[C:16](O)=[O:17].